The task is: Predict which catalyst facilitates the given reaction.. This data is from Catalyst prediction with 721,799 reactions and 888 catalyst types from USPTO. Reactant: [NH:1]1[C:5]2[CH:6]=[CH:7][CH:8]=[CH:9][C:4]=2[NH:3][C:2]1=[O:10].[H-].[Na+].[C:13](O[C:21]([O:23][C:24]([CH3:27])([CH3:26])[CH3:25])=[O:22])([O:15][C:16]([CH3:19])(C)C)=[O:14]. Product: [C:13]([O:15][CH2:16][CH3:19])(=[O:14])[CH3:2].[CH3:4][CH2:5][CH2:27][CH:24]([CH3:25])[CH3:26].[C:24]([O:23][C:21]([N:1]1[C:5]2[CH:6]=[CH:7][CH:8]=[CH:9][C:4]=2[NH:3][C:2]1=[O:10])=[O:22])([CH3:25])([CH3:26])[CH3:27]. The catalyst class is: 3.